Predict the reactants needed to synthesize the given product. From a dataset of Full USPTO retrosynthesis dataset with 1.9M reactions from patents (1976-2016). (1) Given the product [ClH:36].[CH3:12][CH:10]([O:9][C:8]1[CH:7]=[CH:6][C:5]([C:13]2[S:17][C:16]([C:18]3[CH:35]=[CH:34][C:21]4[CH2:22][CH2:23][NH:24][CH2:25][CH2:26][C:20]=4[CH:19]=3)=[N:15][N:14]=2)=[CH:4][C:3]=1[C:1]#[N:2])[CH3:11], predict the reactants needed to synthesize it. The reactants are: [C:1]([C:3]1[CH:4]=[C:5]([C:13]2[S:17][C:16]([C:18]3[CH:35]=[CH:34][C:21]4[CH2:22][CH2:23][N:24](C(OC(C)(C)C)=O)[CH2:25][CH2:26][C:20]=4[CH:19]=3)=[N:15][N:14]=2)[CH:6]=[CH:7][C:8]=1[O:9][CH:10]([CH3:12])[CH3:11])#[N:2].[ClH:36]. (2) Given the product [Br:1][C:2]1[CH:3]=[C:4]([CH:8]=[C:9]([F:11])[CH:10]=1)[C:5]([N:19]1[CH2:20][CH2:21][N:16]([CH2:15][CH2:14][N:13]([CH3:22])[CH3:12])[CH2:17][CH2:18]1)=[O:7], predict the reactants needed to synthesize it. The reactants are: [Br:1][C:2]1[CH:3]=[C:4]([CH:8]=[C:9]([F:11])[CH:10]=1)[C:5]([OH:7])=O.[CH3:12][N:13]([CH3:22])[CH2:14][CH2:15][N:16]1[CH2:21][CH2:20][NH:19][CH2:18][CH2:17]1.CN(C(ON1N=NC2C=CC=CC1=2)=[N+](C)C)C.[B-](F)(F)(F)F. (3) Given the product [F:8][C:9]1[CH:10]=[C:11]([S:16][C:17]2[N:18]=[C:19]3[C:25]([NH:26][C:27](=[O:54])[C:28]4[CH:33]=[CH:32][C:31]([N:34]5[CH2:35][CH2:36][N:37]([CH3:40])[CH2:38][CH2:39]5)=[CH:30][C:29]=4[NH:41][CH:48]4[CH2:49][CH2:50][O:51][CH2:52][CH2:53]4)=[N:24][NH:23][C:20]3=[N:21][CH:22]=2)[CH:12]=[C:13]([F:15])[CH:14]=1, predict the reactants needed to synthesize it. The reactants are: C(N(CC)CC)C.[F:8][C:9]1[CH:10]=[C:11]([S:16][C:17]2[N:18]=[C:19]3[C:25]([NH:26][C:27](=[O:54])[C:28]4[CH:33]=[CH:32][C:31]([N:34]5[CH2:39][CH2:38][N:37]([CH3:40])[CH2:36][CH2:35]5)=[CH:30][C:29]=4[N:41]([CH:48]4[CH2:53][CH2:52][O:51][CH2:50][CH2:49]4)C(=O)C(F)(F)F)=[N:24][N:23](C(=O)C4C=CC(N5CCN(C)CC5)=CC=4N(C4CCOCC4)C(=O)C(F)(F)F)[C:20]3=[N:21][CH:22]=2)[CH:12]=[C:13]([F:15])[CH:14]=1.